From a dataset of Catalyst prediction with 721,799 reactions and 888 catalyst types from USPTO. Predict which catalyst facilitates the given reaction. (1) Reactant: [Cl:1][C:2]1[C:3]2[CH:10]=[CH:9][N:8]([S:11]([C:14]3[CH:19]=[CH:18][CH:17]=[CH:16][CH:15]=3)(=[O:13])=[O:12])[C:4]=2[N:5]=[CH:6][N:7]=1.[CH3:20]N(CCN(C)C)C.[Li]CCCC.CI. Product: [Cl:1][C:2]1[C:3]2[CH:10]=[C:9]([CH3:20])[N:8]([S:11]([C:14]3[CH:19]=[CH:18][CH:17]=[CH:16][CH:15]=3)(=[O:13])=[O:12])[C:4]=2[N:5]=[CH:6][N:7]=1. The catalyst class is: 1. (2) Reactant: [Cl:1][C:2]1[CH:3]=[C:4]([C:10]2[C:11]([CH2:20][N:21]3[C@@H:25]([CH3:26])[C@@H:24]([C:27]4[CH:32]=[C:31]([F:33])[CH:30]=[C:29]([F:34])[CH:28]=4)[O:23][C:22]3=[O:35])=[N:12][C:13](S(C)(=O)=O)=[N:14][CH:15]=2)[C:5]([O:8][CH3:9])=[N:6][CH:7]=1.Cl.[F:37][CH:38]1[CH2:41][NH:40][CH2:39]1.CCN(CC)CC.Cl. Product: [Cl:1][C:2]1[CH:3]=[C:4]([C:10]2[C:11]([CH2:20][N:21]3[C@@H:25]([CH3:26])[C@@H:24]([C:27]4[CH:32]=[C:31]([F:33])[CH:30]=[C:29]([F:34])[CH:28]=4)[O:23][C:22]3=[O:35])=[N:12][C:13]([N:40]3[CH2:41][CH:38]([F:37])[CH2:39]3)=[N:14][CH:15]=2)[C:5]([O:8][CH3:9])=[N:6][CH:7]=1. The catalyst class is: 56. (3) Reactant: C([O:3][C:4]([C:6]1[CH:11]=[CH:10][C:9]([C:12]([C:14]2[CH:19]=[C:18]([O:20][CH3:21])[C:17]([O:22][CH3:23])=[C:16]([O:24][CH3:25])[CH:15]=2)=[O:13])=[C:8]([N:26]2[CH:30]=[N:29][CH:28]=[N:27]2)[CH:7]=1)=[CH2:5])C.[Br:31]N1C(=O)CCC1=O. Product: [N:26]1([C:8]2[CH:7]=[C:6]([C:4](=[O:5])[CH2:3][Br:31])[CH:11]=[CH:10][C:9]=2[C:12](=[O:13])[C:14]2[CH:19]=[C:18]([O:20][CH3:21])[C:17]([O:22][CH3:23])=[C:16]([O:24][CH3:25])[CH:15]=2)[CH:30]=[N:29][CH:28]=[N:27]1. The catalyst class is: 30. (4) Reactant: C([O:3][C:4](=[O:31])[CH2:5][CH:6]1[C:14]2[N:10]([C:11]3[N:26]=[CH:25][CH:24]=[C:23]([S:27]([CH3:30])(=[O:29])=[O:28])[C:12]=3[C:13]=2[S:15][C:16]2[CH:21]=[CH:20][C:19]([Cl:22])=[CH:18][CH:17]=2)[CH2:9][CH2:8][CH2:7]1)C.[OH-].[Na+]. Product: [Cl:22][C:19]1[CH:20]=[CH:21][C:16]([S:15][C:13]2[C:12]3[C:23]([S:27]([CH3:30])(=[O:29])=[O:28])=[CH:24][CH:25]=[N:26][C:11]=3[N:10]3[C:14]=2[CH:6]([CH2:5][C:4]([OH:31])=[O:3])[CH2:7][CH2:8][CH2:9]3)=[CH:17][CH:18]=1. The catalyst class is: 36. (5) Reactant: [F:1][C:2]1([C:6]2[CH:7]=[N:8][CH:9]=[CH:10][C:11]=2[O:12][CH2:13][C:14]([F:17])([F:16])[F:15])[CH2:5][CH2:4][CH2:3]1.C1C=C(Cl)C=C(C(OO)=[O:26])C=1. Product: [F:1][C:2]1([C:6]2[CH:7]=[N+:8]([O-:26])[CH:9]=[CH:10][C:11]=2[O:12][CH2:13][C:14]([F:15])([F:16])[F:17])[CH2:3][CH2:4][CH2:5]1. The catalyst class is: 4. (6) Reactant: [CH:1]1([C:4]2[N:5]=[N:6][S:7][C:8]=2[C:9]([O:11]C)=[O:10])[CH2:3][CH2:2]1.[OH-].[Na+]. Product: [CH:1]1([C:4]2[N:5]=[N:6][S:7][C:8]=2[C:9]([OH:11])=[O:10])[CH2:2][CH2:3]1. The catalyst class is: 5. (7) Reactant: [Mg].II.Br[C:5]1[CH:10]=[C:9]([F:11])[CH:8]=[C:7]([F:12])[CH:6]=1.[C:13](=[O:15])=[O:14].Cl. Product: [F:12][C:7]1[CH:6]=[C:5]([CH:10]=[C:9]([F:11])[CH:8]=1)[C:13]([OH:15])=[O:14]. The catalyst class is: 1. (8) Reactant: [CH3:1][S:2]([C:5]1[CH:10]=[CH:9][C:8]([C:11]2[N:15]=[C:14]([NH:16]C(=O)OC(C)(C)C)[S:13][N:12]=2)=[CH:7][CH:6]=1)(=[O:4])=[O:3].C1(OC)C=CC=CC=1.C(O)(C(F)(F)F)=O. Product: [CH3:1][S:2]([C:5]1[CH:6]=[CH:7][C:8]([C:11]2[N:15]=[C:14]([NH2:16])[S:13][N:12]=2)=[CH:9][CH:10]=1)(=[O:3])=[O:4]. The catalyst class is: 2. (9) Reactant: [C:1](=O)([O-])[O-].[K+].[K+].[Cl:7][C:8]1[CH:9]=[CH:10][C:11]([N+:17]([O-:19])=[O:18])=[C:12]([CH:16]=1)[C:13]([OH:15])=[O:14].S(OC)(OC)(=O)=O. Product: [Cl:7][C:8]1[CH:9]=[CH:10][C:11]([N+:17]([O-:19])=[O:18])=[C:12]([CH:16]=1)[C:13]([O:15][CH3:1])=[O:14]. The catalyst class is: 21. (10) Reactant: [NH2:1][C:2]1[C:11]([F:12])=[C:10]([NH:13][CH2:14][CH2:15][NH:16][C:17]2[CH:22]=[CH:21][CH:20]=[CH:19][N:18]=2)[C:9]([F:23])=[C:8]2[C:3]=1[C:4](=[O:32])[CH:5]=[C:6]([C:27]([O:29]CC)=[O:28])[N:7]2[CH:24]1[CH2:26][CH2:25]1.[OH-].[Na+]. Product: [NH2:1][C:2]1[C:11]([F:12])=[C:10]([NH:13][CH2:14][CH2:15][NH:16][C:17]2[CH:22]=[CH:21][CH:20]=[CH:19][N:18]=2)[C:9]([F:23])=[C:8]2[C:3]=1[C:4](=[O:32])[CH:5]=[C:6]([C:27]([OH:29])=[O:28])[N:7]2[CH:24]1[CH2:25][CH2:26]1. The catalyst class is: 14.